Task: Binary Classification. Given a drug SMILES string, predict its activity (active/inactive) in a high-throughput screening assay against a specified biological target.. Dataset: Orexin1 receptor HTS with 218,158 compounds and 233 confirmed actives (1) The compound is Fc1ccc(NC(=O)NN(C(C)(C)C)C(=O)c2ccccc2)cc1. The result is 0 (inactive). (2) The drug is Fc1ccc(N2CCN(CC2)C(=O)CCCn2nc(c([N+]([O-])=O)c2C)C)cc1. The result is 0 (inactive). (3) The molecule is S(c1cc2OCCOc2cc1)CC(=O)NCc1ccccc1. The result is 0 (inactive). (4) The drug is Clc1cc(CNC(=O)/C=C\c2ccc(S(=O)(=O)NCc3occc3)cc2)ccc1. The result is 0 (inactive).